This data is from Peptide-MHC class I binding affinity with 185,985 pairs from IEDB/IMGT. The task is: Regression. Given a peptide amino acid sequence and an MHC pseudo amino acid sequence, predict their binding affinity value. This is MHC class I binding data. (1) The peptide sequence is LMAEALKE. The MHC is HLA-B27:05 with pseudo-sequence HLA-B27:05. The binding affinity (normalized) is 0.0513. (2) The peptide sequence is ELLNIPFLY. The MHC is HLA-A29:02 with pseudo-sequence HLA-A29:02. The binding affinity (normalized) is 0.793.